Dataset: Full USPTO retrosynthesis dataset with 1.9M reactions from patents (1976-2016). Task: Predict the reactants needed to synthesize the given product. (1) Given the product [O:20]1[CH2:19][CH2:18][CH2:14][CH2:15][CH:16]1[N:1]1[C:5]2[CH:6]=[CH:7][C:8]([C:10]([OH:12])=[O:11])=[CH:9][C:4]=2[N:3]=[CH:2]1, predict the reactants needed to synthesize it. The reactants are: [NH:1]1[C:5]2[CH:6]=[CH:7][C:8]([C:10]([OH:12])=[O:11])=[CH:9][C:4]=2[N:3]=[CH:2]1.C[C:14]1(C)[C:18]2(CS(O)(=O)=O)[C:19](C[CH:15]1[CH2:16]C2)=[O:20]. (2) Given the product [CH3:1][N:2]([CH3:15])[CH2:3][CH2:4][N:5]([CH3:14])[CH2:6][C:7]([OH:9])=[O:8].[ClH:16], predict the reactants needed to synthesize it. The reactants are: [CH3:1][N:2]([CH3:15])[CH2:3][CH2:4][N:5]([CH3:14])[CH2:6][C:7]([O:9]C(C)(C)C)=[O:8].[ClH:16]. (3) Given the product [CH:1]([O:4][C:5]1[CH:24]=[CH:23][C:8]([O:9][C:10]2[S:11][C:12]([C:15]3[N:19]=[C:18]([CH:20]([NH:22][CH2:32][C:31]([O:34][CH3:35])=[O:33])[CH3:21])[O:17][N:16]=3)=[CH:13][N:14]=2)=[CH:7][CH:6]=1)([CH3:2])[CH3:3], predict the reactants needed to synthesize it. The reactants are: [CH:1]([O:4][C:5]1[CH:24]=[CH:23][C:8]([O:9][C:10]2[S:11][C:12]([C:15]3[N:19]=[C:18]([CH:20]([NH2:22])[CH3:21])[O:17][N:16]=3)=[CH:13][N:14]=2)=[CH:7][CH:6]=1)([CH3:3])[CH3:2].C([O-])([O-])=O.[K+].[K+].[C:31]([O:34][CH2:35]Br)(=[O:33])[CH3:32].O. (4) Given the product [CH3:15][O:16][CH2:17][CH2:18][NH:19][C:3]([NH:19][CH2:18][CH2:17][O:16][CH3:15])=[CH:4][C:5]([C:7]1[CH:12]=[CH:11][CH:10]=[CH:9][CH:8]=1)=[O:6], predict the reactants needed to synthesize it. The reactants are: CS[C:3](SC)=[CH:4][C:5]([C:7]1[CH:12]=[CH:11][CH:10]=[CH:9][CH:8]=1)=[O:6].[CH3:15][O:16][CH2:17][CH2:18][NH2:19]. (5) Given the product [CH2:11]([C:10]1[CH:9]=[C:8]2[C:7]([C:14](=[O:16])[CH2:15][C:18]3([O:13]2)[CH2:21][CH2:20][CH2:19]3)=[C:6]([CH3:17])[C:5]=1[OH:4])[CH3:12], predict the reactants needed to synthesize it. The reactants are: C([O:4][C:5]1[C:10]([CH2:11][CH3:12])=[CH:9][C:8]([OH:13])=[C:7]([C:14](=[O:16])[CH3:15])[C:6]=1[CH3:17])(=O)C.[C:18]1(=O)[CH2:21][CH2:20][CH2:19]1.N1CCCC1.O. (6) The reactants are: [Cl:1][C:2]1[CH:7]=[C:6](Cl)[N:5]2[N:9]=[CH:10][CH:11]=[C:4]2[N:3]=1.[CH:12]([S:15]([C:18]1[CH:24]=[CH:23][CH:22]=[CH:21][C:19]=1[NH2:20])(=[O:17])=[O:16])([CH3:14])[CH3:13].[H-].[Na+]. Given the product [Cl:1][C:2]1[CH:7]=[C:6]([NH:20][C:19]2[CH:21]=[CH:22][CH:23]=[CH:24][C:18]=2[S:15]([CH:12]([CH3:14])[CH3:13])(=[O:17])=[O:16])[N:5]2[N:9]=[CH:10][CH:11]=[C:4]2[N:3]=1, predict the reactants needed to synthesize it. (7) Given the product [F:34][C:31]1[CH:30]=[CH:29][C:28]([N:25]2[C:8]3[CH:9]=[C:10]4[C@:5]([C:3]([OH:2])=[O:4])([CH2:6][C:7]=3[CH:27]=[N:26]2)[CH2:14][N:13]([S:15]([C:18]2[CH:23]=[CH:22][CH:21]=[C:20]([N:35]3[CH2:39][CH2:38][CH2:37][CH2:36]3)[CH:19]=2)(=[O:16])=[O:17])[CH2:12][CH2:11]4)=[CH:33][CH:32]=1, predict the reactants needed to synthesize it. The reactants are: C[O:2][C:3]([C@@:5]12[CH2:14][N:13]([S:15]([C:18]3[CH:23]=[CH:22][CH:21]=[C:20](Br)[CH:19]=3)(=[O:17])=[O:16])[CH2:12][CH2:11][C:10]1=[CH:9][C:8]1[N:25]([C:28]3[CH:33]=[CH:32][C:31]([F:34])=[CH:30][CH:29]=3)[N:26]=[CH:27][C:7]=1[CH2:6]2)=[O:4].[NH:35]1[CH2:39][CH2:38][CH2:37][CH2:36]1.